Dataset: NCI-60 drug combinations with 297,098 pairs across 59 cell lines. Task: Regression. Given two drug SMILES strings and cell line genomic features, predict the synergy score measuring deviation from expected non-interaction effect. (1) Drug 1: C1C(C(OC1N2C=C(C(=O)NC2=O)F)CO)O. Drug 2: CC1CCC2CC(C(=CC=CC=CC(CC(C(=O)C(C(C(=CC(C(=O)CC(OC(=O)C3CCCCN3C(=O)C(=O)C1(O2)O)C(C)CC4CCC(C(C4)OC)O)C)C)O)OC)C)C)C)OC. Cell line: OVCAR-4. Synergy scores: CSS=12.2, Synergy_ZIP=-1.80, Synergy_Bliss=5.37, Synergy_Loewe=1.70, Synergy_HSA=3.84. (2) Drug 1: CCC1=CC2CC(C3=C(CN(C2)C1)C4=CC=CC=C4N3)(C5=C(C=C6C(=C5)C78CCN9C7C(C=CC9)(C(C(C8N6C)(C(=O)OC)O)OC(=O)C)CC)OC)C(=O)OC.C(C(C(=O)O)O)(C(=O)O)O. Drug 2: C1CN(P(=O)(OC1)NCCCl)CCCl. Cell line: MALME-3M. Synergy scores: CSS=38.4, Synergy_ZIP=6.20, Synergy_Bliss=4.74, Synergy_Loewe=-28.6, Synergy_HSA=5.53. (3) Drug 1: C1=NC2=C(N1)C(=S)N=C(N2)N. Drug 2: COC1=C2C(=CC3=C1OC=C3)C=CC(=O)O2. Cell line: UACC62. Synergy scores: CSS=33.8, Synergy_ZIP=0.982, Synergy_Bliss=0.286, Synergy_Loewe=-12.7, Synergy_HSA=0.400. (4) Drug 1: CN(C)C1=NC(=NC(=N1)N(C)C)N(C)C. Drug 2: CC1=C2C(C(=O)C3(C(CC4C(C3C(C(C2(C)C)(CC1OC(=O)C(C(C5=CC=CC=C5)NC(=O)C6=CC=CC=C6)O)O)OC(=O)C7=CC=CC=C7)(CO4)OC(=O)C)O)C)OC(=O)C. Cell line: NCI/ADR-RES. Synergy scores: CSS=-6.20, Synergy_ZIP=1.94, Synergy_Bliss=-2.36, Synergy_Loewe=-5.58, Synergy_HSA=-5.30. (5) Drug 1: CCCS(=O)(=O)NC1=C(C(=C(C=C1)F)C(=O)C2=CNC3=C2C=C(C=N3)C4=CC=C(C=C4)Cl)F. Drug 2: C1=CC(=C2C(=C1NCCNCCO)C(=O)C3=C(C=CC(=C3C2=O)O)O)NCCNCCO. Cell line: ACHN. Synergy scores: CSS=69.7, Synergy_ZIP=10.6, Synergy_Bliss=11.3, Synergy_Loewe=-8.50, Synergy_HSA=12.2.